This data is from Forward reaction prediction with 1.9M reactions from USPTO patents (1976-2016). The task is: Predict the product of the given reaction. (1) The product is: [CH3:5][C:4]1[N:6]=[C:7]([C:8]2[CH:13]=[CH:12][CH:11]=[CH:10][CH:9]=2)[N:15]([C:17]2[N:22]=[CH:21][C:20]([S:23]([NH2:26])(=[O:24])=[O:25])=[CH:19][CH:18]=2)[N:16]=1. Given the reactants C(O[C:4](=[N:6][C:7](=O)[C:8]1[CH:13]=[CH:12][CH:11]=[CH:10][CH:9]=1)[CH3:5])C.[NH:15]([C:17]1[N:22]=[CH:21][C:20]([S:23]([NH2:26])(=[O:25])=[O:24])=[CH:19][CH:18]=1)[NH2:16].O, predict the reaction product. (2) Given the reactants I[C:2]1[C:10]2[C:5](=[N:6][CH:7]=[N:8][C:9]=2[NH2:11])[NH:4][N:3]=1.[F:12][C:13]([F:25])([F:24])[O:14][C:15]1[CH:16]=[C:17](B(O)O)[CH:18]=[CH:19][CH:20]=1.C(=O)([O-])[O-].[Na+].[Na+].ClCCl, predict the reaction product. The product is: [F:12][C:13]([F:24])([F:25])[O:14][C:15]1[CH:20]=[C:19]([C:2]2[C:10]3[C:5](=[N:6][CH:7]=[N:8][C:9]=3[NH2:11])[NH:4][N:3]=2)[CH:18]=[CH:17][CH:16]=1.